From a dataset of Reaction yield outcomes from USPTO patents with 853,638 reactions. Predict the reaction yield, written as a fraction of the theoretical maximum amount of product (1.0 means a 100% yield; for example, 0.34 means a 34% yield). (1) The reactants are [C:1](OC(=O)C)(=[O:3])[CH3:2].[NH2:8][C:9]1[CH:10]=[CH:11][C:12]2[O:17][CH2:16][CH:15]([CH2:18][OH:19])[O:14][C:13]=2[CH:20]=1.CCN(CC)CC. The catalyst is C(Cl)Cl. The product is [C:1]([NH:8][C:9]1[CH:10]=[CH:11][C:12]2[O:17][CH2:16][CH:15]([CH2:18][OH:19])[O:14][C:13]=2[CH:20]=1)(=[O:3])[CH3:2]. The yield is 0.460. (2) The reactants are Br[C:2]1[CH:3]=[CH:4][C:5]([C:8]#[N:9])=[N:6][CH:7]=1.[NH:10]1[CH:14]=[CH:13][N:12]=[CH:11]1. The catalyst is CN(C)C=O. The product is [N:10]1([C:2]2[CH:3]=[CH:4][C:5]([C:8]#[N:9])=[N:6][CH:7]=2)[CH:14]=[CH:13][N:12]=[CH:11]1. The yield is 0.660. (3) The reactants are C(O[C:6]([NH:8][C@@H:9]([CH2:13][CH:14]1[CH2:19][CH2:18][CH2:17][CH2:16][CH2:15]1)[C:10]([OH:12])=O)=[O:7])(C)(C)C.C(OC(NC(C(C)(C)C)C(O)=O)=O)(C)(C)C.[NH2:36][C@H:37]1[C:45]2[C:40](=[CH:41][CH:42]=[CH:43][CH:44]=2)[CH2:39][C@H:38]1[OH:46].C(OC(=O)NC(C(=O)NC1C2C(=CC=CC=2)CC1O)C(C)(C)C)(C)(C)C.ClNC(=O)[O-].C([O:80][C:81]([C:83]1([NH:88][C:89]([CH:91]2[CH2:95][CH:94]([O:96][C:97]3[C:106]4[C:101](=[CH:102][C:103]([O:107][CH3:108])=[CH:104][CH:105]=4)[N:100]=[C:99]([C:109]4[CH:114]=[CH:113][CH:112]=[CH:111][CH:110]=4)[CH:98]=3)[CH2:93][N:92]2C(=O)NC(C(=O)NC2C3C(=CC=CC=3)CC2O)C(C)(C)C)=[O:90])[CH2:85][CH:84]1[CH:86]=[CH2:87])=[O:82])C. No catalyst specified. The product is [CH:14]1([CH2:13][C@H:9]([NH:8][C:6]([N:92]2[CH2:93][C@H:94]([O:96][C:97]3[C:106]4[C:101](=[CH:102][C:103]([O:107][CH3:108])=[CH:104][CH:105]=4)[N:100]=[C:99]([C:109]4[CH:114]=[CH:113][CH:112]=[CH:111][CH:110]=4)[CH:98]=3)[CH2:95][C@H:91]2[C:89]([NH:88][C@:83]2([C:81]([OH:82])=[O:80])[CH2:85][C@H:84]2[CH:86]=[CH2:87])=[O:90])=[O:7])[C:10](=[O:12])[NH:36][C@H:37]2[C:45]3[C:40](=[CH:41][CH:42]=[CH:43][CH:44]=3)[CH2:39][C@H:38]2[OH:46])[CH2:15][CH2:16][CH2:17][CH2:18][CH2:19]1. The yield is 0.250. (4) The reactants are [OH:1][N:2]1[C:7]([CH3:9])([CH3:8])[CH2:6][CH:5](O)[CH2:4][C:3]1([CH3:12])[CH3:11].N(OC(C)(C)C)=O.N1C=CC=CC=1.[CH2:26]([O:29][C:30]1[CH:36]=[CH:35][CH:34]=[CH:33][C:31]=1N)[CH:27]=[CH2:28]. The catalyst is ClC1C=CC=CC=1. The product is [O:29]1[C:30]2[CH:36]=[CH:35][CH:34]=[CH:33][C:31]=2[CH:27]([CH2:28][O:1][N:2]2[C:7]([CH3:9])([CH3:8])[CH2:6][CH2:5][CH2:4][C:3]2([CH3:12])[CH3:11])[CH2:26]1. The yield is 0.590. (5) The reactants are [N:1]#[C:2]Br.[NH:4]1[C:8]2=[N:9][CH:10]=[CH:11][CH:12]=[C:7]2[C:6]([C:13]([NH:15][NH2:16])=[O:14])=[CH:5]1.C(=O)([O-])O.[Na+]. The catalyst is O.CN(C=O)C. The product is [NH:4]1[C:8]2=[N:9][CH:10]=[CH:11][CH:12]=[C:7]2[C:6]([C:13]2[O:14][C:2]([NH2:1])=[N:16][N:15]=2)=[CH:5]1. The yield is 0.788. (6) The reactants are [CH2:1]([O:8][C:9]1[C:10]([C:16]([O:18]C)=[O:17])=[N:11][C:12]([Br:15])=[CH:13][CH:14]=1)[C:2]1[CH:7]=[CH:6][CH:5]=[CH:4][CH:3]=1.O[Li].O. The catalyst is O1CCOCC1.O. The product is [CH2:1]([O:8][C:9]1[C:10]([C:16]([OH:18])=[O:17])=[N:11][C:12]([Br:15])=[CH:13][CH:14]=1)[C:2]1[CH:3]=[CH:4][CH:5]=[CH:6][CH:7]=1. The yield is 0.979.